From a dataset of Full USPTO retrosynthesis dataset with 1.9M reactions from patents (1976-2016). Predict the reactants needed to synthesize the given product. (1) Given the product [ClH:33].[O:31]=[C:13]1[C@@H:12]([NH:11][C:9](=[O:10])[O:8][CH2:1][C:2]2[CH:7]=[CH:6][CH:5]=[CH:4][CH:3]=2)[CH2:17][CH2:16][CH2:15][N:14]1[CH:18]1[CH2:23][CH2:22][NH:21][CH2:20][CH2:19]1, predict the reactants needed to synthesize it. The reactants are: [CH2:1]([O:8][C:9]([NH:11][C@H:12]1[CH2:17][CH2:16][CH2:15][N:14]([CH:18]2[CH2:23][CH2:22][N:21](C(OC(C)(C)C)=O)[CH2:20][CH2:19]2)[C:13]1=[O:31])=[O:10])[C:2]1[CH:7]=[CH:6][CH:5]=[CH:4][CH:3]=1.C(Cl)[Cl:33].Cl. (2) The reactants are: [OH:1][C:2]1[N:6]([C:7]2[CH:12]=[C:11]([C:13]#[N:14])[CH:10]=[CH:9][N:8]=2)[N:5]=[CH:4][CH:3]=1.[CH:15]1([C:18]2[CH:23]=[CH:22][C:21]([CH2:24]O)=[CH:20][C:19]=2[F:26])[CH2:17][CH2:16]1. Given the product [CH:15]1([C:18]2[CH:23]=[CH:22][C:21]([CH2:24][O:1][C:2]3[N:6]([C:7]4[CH:12]=[C:11]([C:13]#[N:14])[CH:10]=[CH:9][N:8]=4)[N:5]=[CH:4][CH:3]=3)=[CH:20][C:19]=2[F:26])[CH2:17][CH2:16]1, predict the reactants needed to synthesize it.